From a dataset of Reaction yield outcomes from USPTO patents with 853,638 reactions. Predict the reaction yield, written as a fraction of the theoretical maximum amount of product (1.0 means a 100% yield; for example, 0.34 means a 34% yield). (1) The reactants are S(Cl)([Cl:3])=O.[CH2:5]([O:12][C:13]1[C:18](=[O:19])[C:17]([CH:20](O)[C:21]([F:24])([F:23])[F:22])=[CH:16][NH:15][C:14]=1[CH3:26])[C:6]1[CH:11]=[CH:10][CH:9]=[CH:8][CH:7]=1.CO.[Cl:29]CCl. The catalyst is C(#N)C. The product is [ClH:3].[CH2:5]([O:12][C:13]1[C:18](=[O:19])[C:17]([CH:20]([Cl:29])[C:21]([F:24])([F:23])[F:22])=[CH:16][NH:15][C:14]=1[CH3:26])[C:6]1[CH:11]=[CH:10][CH:9]=[CH:8][CH:7]=1. The yield is 0.750. (2) The reactants are [O:1]=[C:2]1[C:11]2[C:6](=[CH:7][CH:8]=[CH:9][CH:10]=2)[NH:5][CH:4]=[C:3]1[C:12]([NH:14][C:15]1[CH:23]=[C:22]2[C:18]([CH:19]=[CH:20][NH:21]2)=[CH:17][C:16]=1[C:24](O)=[O:25])=[O:13].CN(C(ON1N=NC2C=CC=NC1=2)=[N+](C)C)C.F[P-](F)(F)(F)(F)F.CCN(C(C)C)C(C)C.[CH2:60]([NH2:64])[CH:61]([CH3:63])[CH3:62]. The catalyst is CN(C=O)C. The product is [CH2:60]([NH:64][C:24]([C:16]1[CH:17]=[C:18]2[C:22](=[CH:23][C:15]=1[NH:14][C:12]([C:3]1[C:2](=[O:1])[C:11]3[C:6](=[CH:7][CH:8]=[CH:9][CH:10]=3)[NH:5][CH:4]=1)=[O:13])[NH:21][CH:20]=[CH:19]2)=[O:25])[CH:61]([CH3:63])[CH3:62]. The yield is 0.660.